Task: Predict which catalyst facilitates the given reaction.. Dataset: Catalyst prediction with 721,799 reactions and 888 catalyst types from USPTO (1) Reactant: [Cl:1][C:2]1[CH:9]=[CH:8][CH:7]=[C:6]([N:10]2[CH2:14][CH2:13][CH2:12][CH2:11]2)[C:3]=1[CH:4]=O.[N:15]1([C:21]([O:23][C:24]([CH3:27])([CH3:26])[CH3:25])=[O:22])[CH2:20][CH2:19][NH:18][CH2:17][CH2:16]1.ClCCl.C(O[BH-](OC(=O)C)OC(=O)C)(=O)C.[Na+]. Product: [Cl:1][C:2]1[CH:9]=[CH:8][CH:7]=[C:6]([N:10]2[CH2:14][CH2:13][CH2:12][CH2:11]2)[C:3]=1[CH2:4][N:18]1[CH2:17][CH2:16][N:15]([C:21]([O:23][C:24]([CH3:27])([CH3:26])[CH3:25])=[O:22])[CH2:20][CH2:19]1. The catalyst class is: 26. (2) Reactant: [Cl:1][C:2]1[CH:10]=[C:6]([C:7]([OH:9])=O)[C:5]([OH:11])=[CH:4][CH:3]=1.[F:12][C:13]1[CH:14]=[C:15]([CH:17]=[CH:18][C:19]=1[N:20]1[CH2:25][CH2:24][O:23][CH2:22][CH2:21]1)[NH2:16].P(Cl)(Cl)Cl. Product: [Cl:1][C:2]1[CH:3]=[CH:4][C:5]([OH:11])=[C:6]([CH:10]=1)[C:7]([NH:16][C:15]1[CH:17]=[CH:18][C:19]([N:20]2[CH2:21][CH2:22][O:23][CH2:24][CH2:25]2)=[C:13]([F:12])[CH:14]=1)=[O:9]. The catalyst class is: 11. (3) Reactant: [Cl:1][C:2]1[C:3]([CH2:53][C:54]2[CH:59]=[CH:58][C:57]([CH2:60][CH3:61])=[CH:56][CH:55]=2)=[CH:4][C:5]([C@:9]2([CH2:48][C:49]3([CH3:52])[CH2:51][O:50]3)[C@H:14]([O:15][CH2:16]C3C=CC=CC=3)[C@@H:13]([O:23][CH2:24][C:25]3[CH:30]=[CH:29][CH:28]=[CH:27][CH:26]=3)[C@H:12]([O:31][CH2:32][C:33]3[CH:38]=[CH:37][CH:36]=[CH:35][CH:34]=3)[C@@H:11]([CH2:39][O:40][CH2:41]C3C=CC=CC=3)[O:10]2)=[C:6]([OH:8])[CH:7]=1.C(=O)([O-])[O-].[K+].[K+]. Product: [CH2:16]([O:15][C@@H:14]1[C@@H:13]([O:23][CH2:24][C:25]2[CH:26]=[CH:27][CH:28]=[CH:29][CH:30]=2)[C@H:12]([O:31][CH2:32][C:33]2[CH:38]=[CH:37][CH:36]=[CH:35][CH:34]=2)[C@@H:11]([CH2:39][O:40][CH2:41][C:25]2[CH:30]=[CH:29][CH:28]=[CH:27][CH:26]=2)[O:10][C@:9]21[C:5]1[C:6](=[CH:7][C:2]([Cl:1])=[C:3]([CH2:53][C:54]3[CH:55]=[CH:56][C:57]([CH2:60][CH3:61])=[CH:58][CH:59]=3)[CH:4]=1)[O:8][C:49]([CH2:51][OH:50])([CH3:52])[CH2:48]2)[C:2]1[CH:3]=[CH:4][CH:5]=[CH:6][CH:7]=1. The catalyst class is: 3. (4) Reactant: [C:1]([OH:9])(=O)[C:2]1[CH:7]=[CH:6][CH:5]=N[CH:3]=1.[NH2:10][C:11]1[C:19]([CH3:20])=[CH:18][C:17]([O:21][CH3:22])=[CH:16][C:12]=1[C:13]([NH2:15])=[O:14].[CH3:23]N(C(ON1N=NC2C=CC=CC1=2)=[N+](C)C)C.F[P-](F)(F)(F)(F)F.CCN(C(C)C)C(C)C. Product: [C:1]([NH:10][C:11]1[C:19]([CH3:20])=[CH:18][C:17]([O:21][CH3:22])=[CH:16][C:12]=1[C:13]([NH2:15])=[O:14])(=[O:9])[C:2]1[CH:3]=[CH:23][CH:5]=[CH:6][CH:7]=1. The catalyst class is: 18. (5) Reactant: C([Li])CCC.Br[C:7]1[CH:8]=[C:9]([C:19]2[CH:20]=[CH:21][C:22]3[N:23]([C:32]4[CH:37]=[CH:36][CH:35]=[CH:34][CH:33]=4)[C:24]4[C:29]([C:30]=3[CH:31]=2)=[CH:28][CH:27]=[CH:26][CH:25]=4)[CH:10]=[C:11]([C:13]2[CH:18]=[CH:17][CH:16]=[CH:15][CH:14]=2)[CH:12]=1.[B:38](OC)([O:41]C)[O:39]C.Cl. Product: [B:38]([C:7]1[CH:8]=[C:9]([C:19]2[CH:20]=[CH:21][C:22]3[N:23]([C:32]4[CH:37]=[CH:36][CH:35]=[CH:34][CH:33]=4)[C:24]4[C:29]([C:30]=3[CH:31]=2)=[CH:28][CH:27]=[CH:26][CH:25]=4)[CH:10]=[C:11]([C:13]2[CH:18]=[CH:17][CH:16]=[CH:15][CH:14]=2)[CH:12]=1)([OH:41])[OH:39]. The catalyst class is: 27. (6) Reactant: [CH:1]1([NH:4][C:5](=[O:36])[C:6]2[CH:11]=[C:10]([N:12]3[CH:17]=[CH:16][N:15]=[C:14]([NH:18][C:19]4([C:22]5[CH:27]=[CH:26][CH:25]=[CH:24][C:23]=5[O:28][CH2:29][CH2:30][NH:31][CH3:32])[CH2:21][CH2:20]4)[C:13]3=[O:33])[C:9]([CH3:34])=[C:8]([F:35])[CH:7]=2)[CH2:3][CH2:2]1.[ClH:37]. Product: [ClH:37].[ClH:37].[CH:1]1([NH:4][C:5](=[O:36])[C:6]2[CH:11]=[C:10]([N:12]3[CH:17]=[CH:16][N:15]=[C:14]([NH:18][C:19]4([C:22]5[CH:27]=[CH:26][CH:25]=[CH:24][C:23]=5[O:28][CH2:29][CH2:30][NH:31][CH3:32])[CH2:21][CH2:20]4)[C:13]3=[O:33])[C:9]([CH3:34])=[C:8]([F:35])[CH:7]=2)[CH2:3][CH2:2]1. The catalyst class is: 71. (7) Reactant: [C:1]([C:3]1[CH:4]=[C:5]([C@@H:13]([CH2:17][CH:18]2[CH2:22][CH2:21][CH2:20][CH2:19]2)[C:14]([OH:16])=O)[CH:6]=[CH:7][C:8]=1[S:9]([CH3:12])(=[O:11])=[O:10])#[N:2].C(Cl)(=O)C(Cl)=O.[NH2:29][C:30]1[CH:34]=[CH:33][N:32]([CH2:35][CH2:36][CH2:37][OH:38])[N:31]=1.N1C(C)=CC=CC=1C. Product: [C:1]([C:3]1[CH:4]=[C:5]([C@@H:13]([CH2:17][CH:18]2[CH2:19][CH2:20][CH2:21][CH2:22]2)[C:14]([NH:29][C:30]2[CH:34]=[CH:33][N:32]([CH2:35][CH2:36][CH2:37][OH:38])[N:31]=2)=[O:16])[CH:6]=[CH:7][C:8]=1[S:9]([CH3:12])(=[O:11])=[O:10])#[N:2]. The catalyst class is: 454.